This data is from Reaction yield outcomes from USPTO patents with 853,638 reactions. The task is: Predict the reaction yield, written as a fraction of the theoretical maximum amount of product (1.0 means a 100% yield; for example, 0.34 means a 34% yield). (1) The reactants are [Cl:1][CH2:2][C:3](Cl)=[O:4].[F:6][C:7]1[CH:8]=[C:9]([NH:14][C:15]2[CH:20]=[CH:19][CH:18]=[CH:17][CH:16]=2)[C:10]([NH2:13])=[CH:11][CH:12]=1.N1C=CC=CC=1. The catalyst is C(Cl)Cl. The product is [Cl:1][CH2:2][C:3]([NH:13][C:10]1[CH:11]=[CH:12][C:7]([F:6])=[CH:8][C:9]=1[NH:14][C:15]1[CH:20]=[CH:19][CH:18]=[CH:17][CH:16]=1)=[O:4]. The yield is 0.440. (2) The reactants are C([O:3][C:4](=[O:48])[CH2:5][CH2:6][CH2:7][O:8][C:9]1[CH:14]=[CH:13][CH:12]=[C:11]([CH2:15][CH2:16][CH2:17][CH2:18][CH2:19][CH2:20][O:21][C:22]2[CH:23]=[C:24]([C:34]3[CH:39]=[CH:38][C:37]([F:40])=[CH:36][CH:35]=3)[CH:25]=[C:26]([S:28]([CH:31]([CH3:33])[CH3:32])(=[O:30])=[O:29])[CH:27]=2)[C:10]=1[CH2:41][CH2:42][C:43]([O:45]CC)=[O:44])C.[OH-].[Na+]. No catalyst specified. The product is [C:43]([CH2:42][CH2:41][C:10]1[C:11]([CH2:15][CH2:16][CH2:17][CH2:18][CH2:19][CH2:20][O:21][C:22]2[CH:23]=[C:24]([C:34]3[CH:35]=[CH:36][C:37]([F:40])=[CH:38][CH:39]=3)[CH:25]=[C:26]([S:28]([CH:31]([CH3:33])[CH3:32])(=[O:29])=[O:30])[CH:27]=2)=[CH:12][CH:13]=[CH:14][C:9]=1[O:8][CH2:7][CH2:6][CH2:5][C:4]([OH:48])=[O:3])([OH:45])=[O:44]. The yield is 0.480. (3) The reactants are C1[CH:5]2[C@@H:6]3[CH:10]=[CH:9][C@H:8]([CH:4]2C=C1)[CH2:7]3.[C:11]([O:15][CH3:16])(=[O:14])C=C.C1(C=CC(O)=CC=1)O. No catalyst specified. The product is [CH3:16][O:15][C:11]([C:6]12[CH2:7][CH:8]([CH2:4][CH2:5]1)[CH:9]=[CH:10]2)=[O:14]. The yield is 0.850. (4) The reactants are [Br:1][C:2]1[CH2:11][CH2:10][C:9]2[C:4](=[C:5]([F:12])[CH:6]=[CH:7][CH:8]=2)[C:3]=1[CH:13]=[O:14].ClC1C(=O)C(C#N)=C(C#N)C(=O)C=1Cl. The catalyst is C1(C)C=CC=CC=1. The yield is 0.310. The product is [Br:1][C:2]1[CH:11]=[CH:10][C:9]2[C:4](=[C:5]([F:12])[CH:6]=[CH:7][CH:8]=2)[C:3]=1[CH:13]=[O:14]. (5) The reactants are [CH2:1]([O:3][C:4]([C:6]1[C:10]([N+:11]([O-])=O)=[CH:9][NH:8][N:7]=1)=[O:5])[CH3:2]. The catalyst is CCO.[Pd]. The product is [CH2:1]([O:3][C:4]([C:6]1[C:10]([NH2:11])=[CH:9][NH:8][N:7]=1)=[O:5])[CH3:2]. The yield is 0.980. (6) The reactants are [CH3:1][O:2][C:3]1[CH:8]=[CH:7][CH:6]=[CH:5][C:4]=1[C:9]1[C:17]2[C:12](=[N:13][CH:14]=[C:15](B3OC(C)(C)C(C)(C)O3)[CH:16]=2)[N:11](S(C2C=CC(C)=CC=2)(=O)=O)[CH:10]=1.Br[C:38]1[CH:39]=[N:40][CH:41]=[C:42]([CH:48]=1)[C:43]([N:45]([CH3:47])[CH3:46])=[O:44].C([O-])(O)=O.[Na+]. The catalyst is C(#N)C. The product is [CH3:1][O:2][C:3]1[CH:8]=[CH:7][CH:6]=[CH:5][C:4]=1[C:9]1[C:17]2[C:12](=[N:13][CH:14]=[C:15]([C:38]3[CH:39]=[N:40][CH:41]=[C:42]([CH:48]=3)[C:43]([N:45]([CH3:46])[CH3:47])=[O:44])[CH:16]=2)[NH:11][CH:10]=1. The yield is 0.570. (7) The reactants are [Cl-].O[NH3+:3].[C:4](=[O:7])([O-])[OH:5].[Na+].CS(C)=O.[CH3:13][C:14]1[N:15]([C:39]2[CH:44]=[CH:43][CH:42]=[CH:41][CH:40]=2)[C:16](=[O:38])[C:17]([CH2:23][C:24]2[CH:29]=[CH:28][C:27]([C:30]3[C:31]([C:36]#[N:37])=[CH:32][CH:33]=[CH:34][CH:35]=3)=[CH:26][CH:25]=2)=[C:18]([CH2:20][CH2:21][CH3:22])[N:19]=1. The catalyst is O.C(OCC)(=O)C. The product is [CH3:13][C:14]1[N:15]([C:39]2[CH:40]=[CH:41][CH:42]=[CH:43][CH:44]=2)[C:16](=[O:38])[C:17]([CH2:23][C:24]2[CH:29]=[CH:28][C:27]([C:30]3[CH:35]=[CH:34][CH:33]=[CH:32][C:31]=3[C:36]3[NH:3][C:4](=[O:7])[O:5][N:37]=3)=[CH:26][CH:25]=2)=[C:18]([CH2:20][CH2:21][CH3:22])[N:19]=1. The yield is 0.410.